Dataset: Reaction yield outcomes from USPTO patents with 853,638 reactions. Task: Predict the reaction yield, written as a fraction of the theoretical maximum amount of product (1.0 means a 100% yield; for example, 0.34 means a 34% yield). (1) The reactants are [CH3:1][O:2][C:3]1[CH:4]=[C:5]([CH:8]=[C:9]([O:13][CH3:14])[C:10]=1[O:11][CH3:12])[CH:6]=O.[ClH:15].CO.C(O[CH:21](OCC)[CH2:22][NH:23][CH2:24][C:25]1[CH:30]=[CH:29][CH:28]=[C:27]([O:31][CH2:32][CH3:33])[CH:26]=1)C. The catalyst is CCO. The product is [ClH:15].[CH3:1][O:2][C:3]1[CH:4]=[C:5]([CH:8]=[C:9]([O:13][CH3:14])[C:10]=1[O:11][CH3:12])[CH2:6][C:21]1[C:30]2[C:25](=[CH:26][C:27]([O:31][CH2:32][CH3:33])=[CH:28][CH:29]=2)[CH:24]=[N:23][CH:22]=1. The yield is 0.330. (2) The reactants are Cl[C:2]1[C:7]([N+:8]([O-:10])=[O:9])=[CH:6][CH:5]=[CH:4][N:3]=1.[CH2:11]1[O:20][C:19]2[CH:18]=[CH:17][C:15]([NH2:16])=[CH:14][C:13]=2[O:12]1.C([O-])(=O)C.[Na+]. The catalyst is C(O)(=O)C. The product is [O:20]1[C:19]2[CH:18]=[CH:17][C:15]([NH:16][C:2]3[C:7]([N+:8]([O-:10])=[O:9])=[CH:6][CH:5]=[CH:4][N:3]=3)=[CH:14][C:13]=2[O:12][CH2:11]1. The yield is 0.670. (3) The reactants are [Br:1][C:2]1[C:10]2[C:5](=[N:6][CH:7]=[CH:8][C:9]=2[O:11][C:12]2[CH:17]=[CH:16][C:15]([NH2:18])=[CH:14][C:13]=2[F:19])[N:4]([CH2:20][O:21][CH2:22][CH2:23][Si:24]([CH3:27])([CH3:26])[CH3:25])[CH:3]=1.[F:28][C:29]1[CH:37]=[CH:36][CH:35]=[C:34]([O:38][CH3:39])[C:30]=1[C:31](O)=[O:32].CN(C(ON1N=NC2C=CC=NC1=2)=[N+](C)C)C.F[P-](F)(F)(F)(F)F.CCN(C(C)C)C(C)C. The catalyst is CN(C=O)C.CN(C1C=CN=CC=1)C.CCOC(C)=O. The product is [Br:1][C:2]1[C:10]2[C:5](=[N:6][CH:7]=[CH:8][C:9]=2[O:11][C:12]2[CH:17]=[CH:16][C:15]([NH:18][C:31](=[O:32])[C:30]3[C:34]([O:38][CH3:39])=[CH:35][CH:36]=[CH:37][C:29]=3[F:28])=[CH:14][C:13]=2[F:19])[N:4]([CH2:20][O:21][CH2:22][CH2:23][Si:24]([CH3:27])([CH3:26])[CH3:25])[CH:3]=1. The yield is 0.720. (4) The reactants are [CH:1]1([N:4]2[C:8]([CH:9]=O)=[CH:7][N:6]=[C:5]2[C:11]2[CH:16]=[C:15]([Cl:17])[N:14]=[C:13]([Cl:18])[CH:12]=2)[CH2:3][CH2:2]1.C([C:21](CC)(CC)[CH:22](P(O)(O)=O)[C:23]([O-:25])=[O:24])C.[CH2:34]1CCN2C(=NCCC2)C[CH2:35]1. The catalyst is C(#N)C.O. The product is [CH2:34]([O:25][C:23](=[O:24])[C:22]([CH3:21])=[CH:9][C:8]1[N:4]([CH:1]2[CH2:3][CH2:2]2)[C:5]([C:11]2[CH:16]=[C:15]([Cl:17])[N:14]=[C:13]([Cl:18])[CH:12]=2)=[N:6][CH:7]=1)[CH3:35]. The yield is 0.860. (5) The reactants are [NH2:1][CH2:2][CH:3]([OH:12])[CH2:4][CH2:5][C:6]1[CH:11]=[CH:10][CH:9]=[CH:8][CH:7]=1.[CH3:13][C:14]([O:17][C:18](O[C:18]([O:17][C:14]([CH3:16])([CH3:15])[CH3:13])=[O:19])=[O:19])([CH3:16])[CH3:15]. The catalyst is C1COCC1. The product is [OH:12][CH:3]([CH2:4][CH2:5][C:6]1[CH:7]=[CH:8][CH:9]=[CH:10][CH:11]=1)[CH2:2][NH:1][C:18](=[O:19])[O:17][C:14]([CH3:16])([CH3:15])[CH3:13]. The yield is 0.910. (6) The catalyst is ClCCl. The reactants are [C:9](O[C:9]([O:11][C:12]([CH3:15])([CH3:14])[CH3:13])=[O:10])([O:11][C:12]([CH3:15])([CH3:14])[CH3:13])=[O:10].[N+:16]([C:19]1[CH:27]=[C:26]2[C:22]([CH:23]=[C:24]([C:28]([O:30][CH2:31][CH3:32])=[O:29])[NH:25]2)=[CH:21][CH:20]=1)([O-:18])=[O:17]. The yield is 0.540. The product is [N+:16]([C:19]1[CH:27]=[C:26]2[C:22]([CH:23]=[C:24]([C:28]([O:30][CH2:31][CH3:32])=[O:29])[N:25]2[C:9]([O:11][C:12]([CH3:13])([CH3:14])[CH3:15])=[O:10])=[CH:21][CH:20]=1)([O-:18])=[O:17].